Task: Predict which catalyst facilitates the given reaction.. Dataset: Catalyst prediction with 721,799 reactions and 888 catalyst types from USPTO (1) Reactant: C([Li])CCC.[Li+].[CH3:7][CH:8]([N-:10][CH:11]([CH3:13])[CH3:12])[CH3:9].[CH3:14][C:15]1[N:19]=[C:18]([C:20]2[CH:25]=[CH:24][CH:23]=[CH:22][CH:21]=2)[O:17][N:16]=1.[F:26][C:27]([F:35])([F:34])[C:28]([O:30][CH:31]([CH3:33])[CH3:32])=[O:29]. Product: [CH3:14][C:15]1[N:19]=[C:18]([C:20]2[CH:21]=[CH:22][CH:23]=[CH:24][CH:25]=2)[O:17][N:16]=1.[F:26][C:27]([F:35])([F:34])[C:28]([O:30][CH:31]([CH3:33])[CH3:32])=[O:29].[CH:8]([NH:10][CH:11]([CH3:13])[CH3:12])([CH3:9])[CH3:7].[F:26][C:27]([F:35])([F:34])[C:28]([OH:30])([OH:29])[CH2:14][C:15]1[N:19]=[C:18]([C:20]2[CH:21]=[CH:22][CH:23]=[CH:24][CH:25]=2)[O:17][N:16]=1. The catalyst class is: 1. (2) Product: [C:19]([O:23][C:24](=[O:25])[NH:1][CH2:2][C:3]1[CH:18]=[CH:17][C:6]2[N:7]([CH2:12][CH2:13][CH2:14][CH2:15][F:16])[C:8]([CH2:10][OH:11])=[N:9][C:5]=2[CH:4]=1)([CH3:22])([CH3:21])[CH3:20]. Reactant: [NH2:1][CH2:2][C:3]1[CH:18]=[CH:17][C:6]2[N:7]([CH2:12][CH2:13][CH2:14][CH2:15][F:16])[C:8]([CH2:10][OH:11])=[N:9][C:5]=2[CH:4]=1.[C:19]([O:23][C:24](OC([O-])=O)=[O:25])([CH3:22])([CH3:21])[CH3:20]. The catalyst class is: 3. (3) Reactant: [N+:1]([C:4]1[CH:5]=[C:6]([C:10]2[CH2:14][CH:13]([CH2:15][CH2:16][CH:17]=O)[O:12][N:11]=2)[CH:7]=[CH:8][CH:9]=1)([O-:3])=[O:2].[F:19][C:20]1[CH:25]=[CH:24][CH:23]=[CH:22][C:21]=1[N:26]1[CH2:31][CH2:30][NH:29][CH2:28][CH2:27]1.[BH-](OC(C)=O)(OC(C)=O)OC(C)=O.[Na+]. Product: [F:19][C:20]1[CH:25]=[CH:24][CH:23]=[CH:22][C:21]=1[N:26]1[CH2:31][CH2:30][N:29]([CH2:17][CH2:16][CH2:15][CH:13]2[O:12][N:11]=[C:10]([C:6]3[CH:7]=[CH:8][CH:9]=[C:4]([N+:1]([O-:3])=[O:2])[CH:5]=3)[CH2:14]2)[CH2:28][CH2:27]1. The catalyst class is: 2. (4) Reactant: [NH2:1][C:2]1[CH:7]=[CH:6][C:5]([OH:8])=[CH:4][CH:3]=1.[H-].[Na+].[H][H].[Cl:13][C:14]1[CH:19]=[C:18]([N+]([O-])=O)[CH:17]=[CH:16][N:15]=1. The catalyst class is: 12. Product: [Cl:13][C:14]1[CH:19]=[C:18]([O:8][C:5]2[CH:6]=[CH:7][C:2]([NH2:1])=[CH:3][CH:4]=2)[CH:17]=[CH:16][N:15]=1. (5) The catalyst class is: 2. Product: [CH3:43][C:21]1[NH:20][C:19]2[CH:30]=[C:15]([C:12]3[CH:13]=[CH:14][C:8]4[O:7][CH2:6][CH2:5][N:4]([C:2]([N:34]5[CH2:35][CH2:36][N:31]([C:37]6[N:38]=[CH:39][CH:40]=[CH:41][N:42]=6)[CH2:32][CH2:33]5)=[O:3])[CH2:10][C:9]=4[CH:11]=3)[CH:16]=[CH:17][C:18]=2[N:22]=1. Reactant: Cl[C:2]([N:4]1[CH2:10][C:9]2[CH:11]=[C:12]([C:15]3[CH:16]=[CH:17][C:18]4[N:22]=[CH:21][N:20](C(OC(C)(C)C)=O)[C:19]=4[CH:30]=3)[CH:13]=[CH:14][C:8]=2[O:7][CH2:6][CH2:5]1)=[O:3].[N:31]1([C:37]2[N:42]=[CH:41][CH:40]=[CH:39][N:38]=2)[CH2:36][CH2:35][NH:34][CH2:33][CH2:32]1.[CH3:43]N1C2C=CC(Cl)=CC=2C(C2C=CC=CC=2)=NCC1=O.